Dataset: NCI-60 drug combinations with 297,098 pairs across 59 cell lines. Task: Regression. Given two drug SMILES strings and cell line genomic features, predict the synergy score measuring deviation from expected non-interaction effect. (1) Drug 1: C1=CC(=C2C(=C1NCCNCCO)C(=O)C3=C(C=CC(=C3C2=O)O)O)NCCNCCO. Drug 2: C1CN(P(=O)(OC1)NCCCl)CCCl. Cell line: K-562. Synergy scores: CSS=50.4, Synergy_ZIP=0.928, Synergy_Bliss=2.84, Synergy_Loewe=-65.5, Synergy_HSA=1.48. (2) Drug 1: CCCS(=O)(=O)NC1=C(C(=C(C=C1)F)C(=O)C2=CNC3=C2C=C(C=N3)C4=CC=C(C=C4)Cl)F. Drug 2: B(C(CC(C)C)NC(=O)C(CC1=CC=CC=C1)NC(=O)C2=NC=CN=C2)(O)O. Cell line: OVCAR-4. Synergy scores: CSS=-2.56, Synergy_ZIP=1.31, Synergy_Bliss=-2.03, Synergy_Loewe=-3.40, Synergy_HSA=-4.50. (3) Drug 1: C1C(C(OC1N2C=NC3=C(N=C(N=C32)Cl)N)CO)O. Drug 2: CCC(=C(C1=CC=CC=C1)C2=CC=C(C=C2)OCCN(C)C)C3=CC=CC=C3.C(C(=O)O)C(CC(=O)O)(C(=O)O)O. Cell line: HT29. Synergy scores: CSS=9.94, Synergy_ZIP=-3.95, Synergy_Bliss=-3.17, Synergy_Loewe=-10.5, Synergy_HSA=-3.38. (4) Drug 1: CN(CC1=CN=C2C(=N1)C(=NC(=N2)N)N)C3=CC=C(C=C3)C(=O)NC(CCC(=O)O)C(=O)O. Drug 2: C1=CN(C(=O)N=C1N)C2C(C(C(O2)CO)O)O.Cl. Cell line: HL-60(TB). Synergy scores: CSS=79.4, Synergy_ZIP=0.363, Synergy_Bliss=-0.651, Synergy_Loewe=1.98, Synergy_HSA=4.39. (5) Drug 1: CC1=C(C=C(C=C1)NC2=NC=CC(=N2)N(C)C3=CC4=NN(C(=C4C=C3)C)C)S(=O)(=O)N.Cl. Drug 2: C1CNP(=O)(OC1)N(CCCl)CCCl. Cell line: HCT-15. Synergy scores: CSS=2.03, Synergy_ZIP=1.89, Synergy_Bliss=2.81, Synergy_Loewe=1.02, Synergy_HSA=0.530. (6) Drug 1: CN1CCC(CC1)COC2=C(C=C3C(=C2)N=CN=C3NC4=C(C=C(C=C4)Br)F)OC. Drug 2: CC1OCC2C(O1)C(C(C(O2)OC3C4COC(=O)C4C(C5=CC6=C(C=C35)OCO6)C7=CC(=C(C(=C7)OC)O)OC)O)O. Cell line: NCI-H322M. Synergy scores: CSS=33.8, Synergy_ZIP=-1.47, Synergy_Bliss=-0.963, Synergy_Loewe=-7.41, Synergy_HSA=0.0971. (7) Drug 1: CN1CCC(CC1)COC2=C(C=C3C(=C2)N=CN=C3NC4=C(C=C(C=C4)Br)F)OC. Drug 2: C1CC(=O)NC(=O)C1N2CC3=C(C2=O)C=CC=C3N. Cell line: KM12. Synergy scores: CSS=-4.61, Synergy_ZIP=-1.44, Synergy_Bliss=-6.38, Synergy_Loewe=-9.41, Synergy_HSA=-9.24. (8) Drug 1: CC1C(C(CC(O1)OC2CC(CC3=C2C(=C4C(=C3O)C(=O)C5=C(C4=O)C(=CC=C5)OC)O)(C(=O)CO)O)N)O.Cl. Drug 2: C1C(C(OC1N2C=NC3=C2NC=NCC3O)CO)O. Cell line: A498. Synergy scores: CSS=4.96, Synergy_ZIP=3.39, Synergy_Bliss=0.133, Synergy_Loewe=-1.11, Synergy_HSA=0.570. (9) Drug 1: COC1=C(C=C2C(=C1)N=CN=C2NC3=CC(=C(C=C3)F)Cl)OCCCN4CCOCC4. Drug 2: C1=C(C(=O)NC(=O)N1)N(CCCl)CCCl. Cell line: HT29. Synergy scores: CSS=34.2, Synergy_ZIP=-5.94, Synergy_Bliss=1.29, Synergy_Loewe=2.43, Synergy_HSA=4.54. (10) Drug 1: CCC1(CC2CC(C3=C(CCN(C2)C1)C4=CC=CC=C4N3)(C5=C(C=C6C(=C5)C78CCN9C7C(C=CC9)(C(C(C8N6C=O)(C(=O)OC)O)OC(=O)C)CC)OC)C(=O)OC)O.OS(=O)(=O)O. Drug 2: C1=NC(=NC(=O)N1C2C(C(C(O2)CO)O)O)N. Cell line: NCI-H522. Synergy scores: CSS=33.5, Synergy_ZIP=-2.12, Synergy_Bliss=0.839, Synergy_Loewe=-14.4, Synergy_HSA=0.824.